From a dataset of Catalyst prediction with 721,799 reactions and 888 catalyst types from USPTO. Predict which catalyst facilitates the given reaction. (1) Reactant: [CH3:1][N:2]1[C:6]2=[N:7][C:8]([N:11]3[CH:16]=[CH:15][C:14]([O:17][CH2:18][C:19]4[CH:20]=[N:21][C:22]([C:25]([F:28])([F:27])[F:26])=[CH:23][CH:24]=4)=[CH:13][C:12]3=[O:29])=[CH:9][CH:10]=[C:5]2[C:4]2[CH2:30][N:31](C(OC(C)(C)C)=O)[CH2:32][CH2:33][C:3]1=2.Cl. Product: [CH3:1][N:2]1[C:6]2=[N:7][C:8]([N:11]3[CH:16]=[CH:15][C:14]([O:17][CH2:18][C:19]4[CH:20]=[N:21][C:22]([C:25]([F:27])([F:26])[F:28])=[CH:23][CH:24]=4)=[CH:13][C:12]3=[O:29])=[CH:9][CH:10]=[C:5]2[C:4]2[CH2:30][NH:31][CH2:32][CH2:33][C:3]1=2. The catalyst class is: 275. (2) Reactant: Cl.[F:2][C:3]([F:9])([F:8])[O:4][CH2:5][CH2:6][NH2:7].[H-].[Na+].[Cl:12][CH2:13][CH2:14][N:15]=[C:16]=[O:17].CCOC(C)=O. Product: [Cl:12][CH2:13][CH2:14][NH:15][C:16]([NH:7][CH2:6][CH2:5][O:4][C:3]([F:9])([F:8])[F:2])=[O:17]. The catalyst class is: 1. (3) Reactant: N1CCOC([CH2:7][CH2:8][O:9][C:10]2[CH:11]=[C:12]([NH2:16])[CH:13]=[CH:14][CH:15]=2)C1.[O:17]1[CH2:22][CH2:21][N:20]([CH2:23][CH2:24][CH2:25][O:26][C:27]2[CH:28]=[C:29]([NH:33][C:34](=[O:45])OC3C=CC([N+]([O-])=O)=CC=3)[CH:30]=[CH:31][CH:32]=2)[CH2:19][CH2:18]1. Product: [O:17]1[CH2:22][CH2:21][N:20]([CH2:7][CH2:8][O:9][C:10]2[CH:11]=[C:12]([NH:16][C:34]([NH:33][C:29]3[CH:30]=[CH:31][CH:32]=[C:27]([O:26][CH2:25][CH2:24][CH2:23][N:20]4[CH2:19][CH2:18][O:17][CH2:22][CH2:21]4)[CH:28]=3)=[O:45])[CH:13]=[CH:14][CH:15]=2)[CH2:19][CH2:18]1. The catalyst class is: 22.